Dataset: Full USPTO retrosynthesis dataset with 1.9M reactions from patents (1976-2016). Task: Predict the reactants needed to synthesize the given product. (1) Given the product [CH2:1]([O:8][CH2:9][O:10][C:11]1[C:12]([CH:29]=[O:30])=[C:13]([F:18])[C:14]([Br:17])=[CH:15][CH:16]=1)[C:2]1[CH:3]=[CH:4][CH:5]=[CH:6][CH:7]=1, predict the reactants needed to synthesize it. The reactants are: [CH2:1]([O:8][CH2:9][O:10][C:11]1[CH:16]=[CH:15][C:14]([Br:17])=[C:13]([F:18])[CH:12]=1)[C:2]1[CH:7]=[CH:6][CH:5]=[CH:4][CH:3]=1.C([N-]C(C)C)(C)C.[Li+].CN(C)[CH:29]=[O:30]. (2) The reactants are: FC(F)(F)C(O)=O.[CH3:8][C@H:9]([O:13][C:14]1[CH:15]=[C:16]([C:33]([NH:35][C:36]2[CH:40]=[CH:39][N:38](C(OC(C)(C)C)=O)[N:37]=2)=[O:34])[CH:17]=[C:18]([O:20][C:21]2[CH:32]=[CH:31][C:24]3[C:25](=[O:30])[N:26]([CH3:29])[CH2:27][O:28][C:23]=3[CH:22]=2)[CH:19]=1)[CH2:10][O:11][CH3:12]. Given the product [CH3:8][C@H:9]([O:13][C:14]1[CH:15]=[C:16]([CH:17]=[C:18]([O:20][C:21]2[CH:32]=[CH:31][C:24]3[C:25](=[O:30])[N:26]([CH3:29])[CH2:27][O:28][C:23]=3[CH:22]=2)[CH:19]=1)[C:33]([NH:35][C:36]1[CH:40]=[CH:39][NH:38][N:37]=1)=[O:34])[CH2:10][O:11][CH3:12], predict the reactants needed to synthesize it. (3) Given the product [Cl:8][C:5]1[N:4]=[C:3]([N:9]2[CH2:14][CH2:13][O:12][CH2:11][CH2:10]2)[C:2]([O:16][CH3:15])=[N:7][CH:6]=1, predict the reactants needed to synthesize it. The reactants are: Br[C:2]1[C:3]([N:9]2[CH2:14][CH2:13][O:12][CH2:11][CH2:10]2)=[N:4][C:5]([Cl:8])=[CH:6][N:7]=1.[CH3:15][O-:16].[Na+]. (4) Given the product [Cl:33][C:26]1[CH:25]=[C:24]([C:21]2[CH:22]=[CH:23][N:19]([C@@H:17]([CH3:18])[CH2:16][NH:15][C:10]([C:8]3[N:9]=[C:5]([C:2]([OH:1])([CH3:3])[CH3:4])[O:6][CH:7]=3)=[O:12])[N:20]=2)[CH:31]=[C:30]([F:32])[C:27]=1[C:28]#[N:29], predict the reactants needed to synthesize it. The reactants are: [OH:1][C:2]([C:5]1[O:6][CH:7]=[C:8]([C:10]([O:12]CC)=O)[N:9]=1)([CH3:4])[CH3:3].[NH2:15][CH2:16][C@@H:17]([N:19]1[CH:23]=[CH:22][C:21]([C:24]2[CH:31]=[C:30]([F:32])[C:27]([C:28]#[N:29])=[C:26]([Cl:33])[CH:25]=2)=[N:20]1)[CH3:18].